Dataset: Forward reaction prediction with 1.9M reactions from USPTO patents (1976-2016). Task: Predict the product of the given reaction. (1) Given the reactants C([N:8]1[CH2:13][CH2:12][O:11][CH:10]([C:14]([C:24]2[CH:29]=[CH:28][CH:27]=[C:26]([F:30])[CH:25]=2)([OH:23])[CH2:15][C:16]2[CH:21]=[CH:20][CH:19]=[CH:18][C:17]=2[Cl:22])[CH2:9]1)C1C=CC=CC=1.CC(Cl)OC(Cl)=O, predict the reaction product. The product is: [ClH:22].[Cl:22][C:17]1[CH:18]=[CH:19][CH:20]=[CH:21][C:16]=1[CH2:15][C@:14]([C:24]1[CH:29]=[CH:28][CH:27]=[C:26]([F:30])[CH:25]=1)([C@@H:10]1[O:11][CH2:12][CH2:13][NH:8][CH2:9]1)[OH:23]. (2) Given the reactants Br[C:2]1[CH:11]=[N:10][C:9]2[N:8]([CH2:12][C:13]3[CH:18]=[CH:17][C:16]([O:19][CH3:20])=[CH:15][CH:14]=3)[C:7](=[O:21])[N:6]3[N:22]=[CH:23][N:24]=[C:5]3[C:4]=2[CH:3]=1.[CH:25]1([N:28]2[CH2:33][CH2:32][NH:31][CH2:30][CH2:29]2)[CH2:27][CH2:26]1.C1C=CC(P(C2C(C3C(P(C4C=CC=CC=4)C4C=CC=CC=4)=CC=C4C=3C=CC=C4)=C3C(C=CC=C3)=CC=2)C2C=CC=CC=2)=CC=1.C([O-])([O-])=O.[Cs+].[Cs+], predict the reaction product. The product is: [CH:25]1([N:28]2[CH2:33][CH2:32][N:31]([C:2]3[CH:11]=[N:10][C:9]4[N:8]([CH2:12][C:13]5[CH:18]=[CH:17][C:16]([O:19][CH3:20])=[CH:15][CH:14]=5)[C:7](=[O:21])[N:6]5[N:22]=[CH:23][N:24]=[C:5]5[C:4]=4[CH:3]=3)[CH2:30][CH2:29]2)[CH2:27][CH2:26]1. (3) Given the reactants N[C:2]1[CH:11]=[CH:10][C:5]([C:6]([O:8][CH3:9])=[O:7])=[CH:4][CH:3]=1.[CH:12]([C:15]1[CH:16]=[CH:17][C:18]2[O:22][C:21]([S:23](Cl)(=[O:25])=[O:24])=[C:20]([CH3:27])[C:19]=2[CH:28]=1)([CH3:14])[CH3:13].[N:29]1C=CC=CC=1.C(O)(C(F)(F)F)=O, predict the reaction product. The product is: [CH3:27][C:20]1[C:19]2[CH:28]=[C:15]([CH:12]([CH3:14])[CH3:13])[CH:16]=[CH:17][C:18]=2[O:22][C:21]=1[S:23]([NH:29][C:3]1[CH:4]=[C:5]([CH:10]=[CH:11][CH:2]=1)[C:6]([O:8][CH3:9])=[O:7])(=[O:25])=[O:24]. (4) The product is: [CH3:1][O:2][C:3]([C:5]1[CH:22]=[CH:21][C:8]2[N:9]=[C:10]([C:12]3[N:13]([CH3:20])[CH:14]=[C:15]([NH:17][C:30]([O:29][C:26]([CH3:28])([CH3:27])[CH3:25])=[O:31])[CH:16]=3)[NH:11][C:7]=2[C:6]=1[O:23][CH3:24])=[O:4]. Given the reactants [CH3:1][O:2][C:3]([C:5]1[CH:22]=[CH:21][C:8]2[N:9]=[C:10]([C:12]3[N:13]([CH3:20])[CH:14]=[C:15]([N+:17]([O-])=O)[CH:16]=3)[NH:11][C:7]=2[C:6]=1[O:23][CH3:24])=[O:4].[CH3:25][C:26]([O:29][C:30](O[C:30]([O:29][C:26]([CH3:28])([CH3:27])[CH3:25])=[O:31])=[O:31])([CH3:28])[CH3:27].CCN(C(C)C)C(C)C, predict the reaction product. (5) Given the reactants Br[C:2]1[CH:3]=[C:4]([N:9]2[CH:13]=[C:12]([C:14]3[CH:19]=[CH:18][CH:17]=[CH:16][N:15]=3)[CH:11]=[N:10]2)[CH:5]=[C:6]([Cl:8])[CH:7]=1.[N:20]1[CH:25]=[CH:24][CH:23]=[C:22](B(O)O)[CH:21]=1.C(=O)([O-])[O-].[K+].[K+].CO, predict the reaction product. The product is: [Cl:8][C:6]1[CH:5]=[C:4]([N:9]2[CH:13]=[C:12]([C:14]3[CH:19]=[CH:18][CH:17]=[CH:16][N:15]=3)[CH:11]=[N:10]2)[CH:3]=[C:2]([C:22]2[CH:21]=[N:20][CH:25]=[CH:24][CH:23]=2)[CH:7]=1.